From a dataset of Catalyst prediction with 721,799 reactions and 888 catalyst types from USPTO. Predict which catalyst facilitates the given reaction. (1) Reactant: [OH:1][CH:2]([C:10]([F:13])([F:12])[F:11])[C:3]([F:9])([F:8])[S:4]([O-:7])(=[O:6])=[O:5].[C:14]1([S+:20]([C:27]2[CH:32]=[CH:31][CH:30]=[CH:29][CH:28]=2)[C:21]2[CH:26]=[CH:25][CH:24]=[CH:23][CH:22]=2)[CH:19]=[CH:18][CH:17]=[CH:16][CH:15]=1.N1C=CC=CC=1.[C:39](OC(=O)C)(=[O:41])[CH3:40].C(N(CC)CC)C. Product: [C:39]([O:1][CH:2]([C:10]([F:13])([F:11])[F:12])[C:3]([F:8])([F:9])[S:4]([O-:7])(=[O:6])=[O:5])(=[O:41])[CH3:40].[C:27]1([S+:20]([C:14]2[CH:15]=[CH:16][CH:17]=[CH:18][CH:19]=2)[C:21]2[CH:26]=[CH:25][CH:24]=[CH:23][CH:22]=2)[CH:28]=[CH:29][CH:30]=[CH:31][CH:32]=1. The catalyst class is: 808. (2) Reactant: C([O:5][C:6](=[O:23])[CH2:7][N:8]([C:16]([C:18]1[NH:19][CH:20]=[CH:21][CH:22]=1)=[O:17])[CH2:9][C:10]1[CH:15]=[CH:14][CH:13]=[CH:12][CH:11]=1)(C)(C)C.C(O)(C(F)(F)F)=O. Product: [NH:19]1[CH:20]=[CH:21][CH:22]=[C:18]1[C:16]([N:8]([CH2:9][C:10]1[CH:15]=[CH:14][CH:13]=[CH:12][CH:11]=1)[CH2:7][C:6]([OH:23])=[O:5])=[O:17]. The catalyst class is: 4. (3) Reactant: [Cl:1][C:2]1[CH:3]=[C:4]([CH:19]=[CH:20][C:21]=1[Cl:22])[O:5][C:6]1[CH:11]=[CH:10][C:9]([N+:12]([O-:14])=[O:13])=[CH:8][C:7]=1[CH:15]([NH:17][CH3:18])[CH3:16].[C:34]([O:33][C:31](O[C:31]([O:33][C:34]([CH3:37])([CH3:36])[CH3:35])=[O:32])=[O:32])([CH3:37])([CH3:36])[CH3:35].C(N(CC)CC)C. Product: [C:34]([O:33][C:31](=[O:32])[N:17]([CH:15]([C:7]1[CH:8]=[C:9]([N+:12]([O-:14])=[O:13])[CH:10]=[CH:11][C:6]=1[O:5][C:4]1[CH:19]=[CH:20][C:21]([Cl:22])=[C:2]([Cl:1])[CH:3]=1)[CH3:16])[CH3:18])([CH3:35])([CH3:36])[CH3:37]. The catalyst class is: 2. (4) Reactant: [C:1]([O:5][C:6](=[O:17])[NH:7][CH2:8][CH:9]1[CH2:14][CH2:13][CH:12]([CH2:15][OH:16])[CH2:11][CH2:10]1)([CH3:4])([CH3:3])[CH3:2].CC(OI1(OC(C)=O)(OC(C)=O)OC(=O)C2C=CC=CC1=2)=O.C([O-])(O)=O.[Na+].[O-]S([O-])(=S)=O.[Na+].[Na+]. Product: [C:1]([O:5][C:6](=[O:17])[NH:7][CH2:8][CH:9]1[CH2:10][CH2:11][CH:12]([CH:15]=[O:16])[CH2:13][CH2:14]1)([CH3:2])([CH3:4])[CH3:3]. The catalyst class is: 2. (5) Reactant: B(Br)(Br)Br.C[O:6][C:7]1[CH:8]=[C:9]([C:13]2[O:14][C:15]([CH3:21])=[CH:16][C:17]=2[C:18]([NH2:20])=[O:19])[CH:10]=[CH:11][CH:12]=1.C(=O)([O-])[O-].[Na+].[Na+]. Product: [OH:6][C:7]1[CH:8]=[C:9]([C:13]2[O:14][C:15]([CH3:21])=[CH:16][C:17]=2[C:18]([NH2:20])=[O:19])[CH:10]=[CH:11][CH:12]=1. The catalyst class is: 2. (6) Reactant: Cl[C:2]1[N:7]=[C:6]([NH:8][CH3:9])[CH:5]=[C:4]([CH2:10][O:11][CH2:12][C:13]([F:16])([F:15])[F:14])[N:3]=1.[CH3:17][O:18][C:19]1[CH:20]=[C:21]([CH:23]=[CH:24][C:25]=1[C:26]1[CH:31]=[C:30]([CH3:32])[N:29]=[N:28][CH:27]=1)[NH2:22].[Cs].C1(P(C2CCCCC2)C2C=CC=CC=2C2C=CC=CC=2)CCCCC1. Product: [CH3:17][O:18][C:19]1[CH:20]=[C:21]([NH:22][C:2]2[N:7]=[C:6]([NH:8][CH3:9])[CH:5]=[C:4]([CH2:10][O:11][CH2:12][C:13]([F:16])([F:15])[F:14])[N:3]=2)[CH:23]=[CH:24][C:25]=1[C:26]1[CH:31]=[C:30]([CH3:32])[N:29]=[N:28][CH:27]=1. The catalyst class is: 160. (7) The catalyst class is: 5. Product: [N:14]1[C:13]2[NH:9][CH:10]=[CH:11][C:12]=2[C:17]([C:18]2[CH:19]=[N:20][N:21]([CH:23]([CH2:27][CH:28]3[CH2:29][CH2:30][CH2:31][CH2:32]3)[CH2:24][C:25]#[N:26])[CH:22]=2)=[CH:16][N:15]=1. Reactant: C(OC[N:9]1[C:13]2[N:14]=[N:15][CH:16]=[C:17]([C:18]3[CH:19]=[N:20][N:21]([CH:23]([CH2:27][CH:28]4[CH2:32][CH2:31][CH2:30][CH2:29]4)[CH2:24][C:25]#[N:26])[CH:22]=3)[C:12]=2[CH:11]=[CH:10]1)(=O)C(C)(C)C.[OH-].[Na+]. (8) Reactant: [F:1][C@H:2]1[CH2:19][C@@:17]2([CH3:18])[C@@H:13]([CH2:14][CH2:15][C@@H:16]2[OH:20])[C@H:12]2[C@H:3]1[C@@H:4]1[C:9]([CH2:10][C@H:11]2[CH3:21])=[CH:8][C:7](=[O:22])[CH2:6][CH2:5]1.[S:23]([C:27]1[CH:35]=[CH:34][C:30]([C:31](O)=O)=[CH:29][CH:28]=1)(=[O:26])(=[O:25])[NH2:24].C1(C)C=CC(S(O)(=O)=O)=CC=1.C(=O)(O)[O-].[Na+]. Product: [F:1][C@H:2]1[CH2:19][C@@:17]2([CH3:18])[C@@H:13]([CH2:14][CH2:15][C@@H:16]2[O:20][CH2:31][C:30]2[CH:34]=[CH:35][C:27]([S:23](=[O:26])(=[O:25])[NH2:24])=[CH:28][CH:29]=2)[C@H:12]2[C@H:3]1[C@@H:4]1[C:9]([CH2:10][C@H:11]2[CH3:21])=[CH:8][C:7](=[O:22])[CH2:6][CH2:5]1. The catalyst class is: 17. (9) Reactant: [Cl:1][C:2]1[CH:10]=[C:9]([Cl:11])[CH:8]=[CH:7][C:3]=1[C:4](Cl)=[O:5].[NH2:12][C:13]1[S:14][CH:15]=[C:16]([C:18]2[CH:23]=[CH:22][C:21]([Cl:24])=[CH:20][CH:19]=2)[N:17]=1.N1C=CC=CC=1. Product: [Cl:1][C:2]1[CH:10]=[C:9]([Cl:11])[CH:8]=[CH:7][C:3]=1[C:4]([NH:12][C:13]1[S:14][CH:15]=[C:16]([C:18]2[CH:19]=[CH:20][C:21]([Cl:24])=[CH:22][CH:23]=2)[N:17]=1)=[O:5]. The catalyst class is: 12. (10) Reactant: [CH2:1]([C@H:8]([NH:26]C(=O)OC(C)(C)C)[C:9]([N:11]1[CH2:16][CH2:15][CH:14]([O:17][C:18]2[CH:23]=[CH:22][C:21]([F:24])=[C:20]([F:25])[CH:19]=2)[CH2:13][CH2:12]1)=[O:10])[C:2]1[CH:7]=[CH:6][CH:5]=[CH:4][CH:3]=1.FC(F)(F)C(O)=O. Product: [CH2:1]([C@H:8]([NH2:26])[C:9]([N:11]1[CH2:12][CH2:13][CH:14]([O:17][C:18]2[CH:23]=[CH:22][C:21]([F:24])=[C:20]([F:25])[CH:19]=2)[CH2:15][CH2:16]1)=[O:10])[C:2]1[CH:7]=[CH:6][CH:5]=[CH:4][CH:3]=1. The catalyst class is: 4.